Dataset: Forward reaction prediction with 1.9M reactions from USPTO patents (1976-2016). Task: Predict the product of the given reaction. (1) Given the reactants [CH2:1]([C:5]1=[CH:6][N:7]([C:24]([CH3:27])([CH3:26])[CH3:25])[S:8]/[C:9]/1=[N:10]\[C:11]([C:13]1([CH3:23])[CH2:17][CH2:16][CH:15]([C:18]([OH:20])=O)[C:14]1([CH3:22])[CH3:21])=[O:12])[CH2:2][CH2:3][CH3:4].Cl.[CH3:29][NH2:30], predict the reaction product. The product is: [CH2:1]([C:5]1=[CH:6][N:7]([C:24]([CH3:26])([CH3:25])[CH3:27])[S:8]/[C:9]/1=[N:10]\[C:11]([C:13]1([CH3:23])[CH2:17][CH2:16][CH:15]([C:18]([NH:30][CH3:29])=[O:20])[C:14]1([CH3:22])[CH3:21])=[O:12])[CH2:2][CH2:3][CH3:4]. (2) Given the reactants [CH:1]1[C:13]2[CH:12]([CH2:14][O:15][C:16]([NH:18][C:19]([CH3:25])([CH2:23][OH:24])[C:20]([OH:22])=[O:21])=[O:17])[C:11]3[C:6](=[CH:7][CH:8]=[CH:9][CH:10]=3)[C:5]=2[CH:4]=[CH:3][CH:2]=1.II.C(Cl)Cl.C(OI([C:40]1[CH:45]=[CH:44][CH:43]=[CH:42][CH:41]=1)OC(=O)C)(=O)C, predict the reaction product. The product is: [CH:10]1[C:11]2[CH:12]([CH2:14][O:15][C:16]([NH:18][C:19]([CH3:25])([CH2:23][OH:24])[C:20]([O:22][CH:6]([C:40]3[CH:41]=[CH:42][CH:43]=[CH:44][CH:45]=3)[C:5]3[CH:13]=[CH:1][CH:2]=[CH:3][CH:4]=3)=[O:21])=[O:17])[C:13]3[C:5](=[CH:4][CH:3]=[CH:2][CH:1]=3)[C:6]=2[CH:7]=[CH:8][CH:9]=1. (3) Given the reactants O[CH:2]=[C:3]1[C:12]2([CH2:17][CH2:16][N:15](C(OC(C)(C)C)=O)[CH2:14][CH2:13]2)[O:11][C:10]2[C:5](=[CH:6][CH:7]=[CH:8][CH:9]=2)[C:4]1=O.[NH2:26][N:27]([CH2:35][CH2:36][O:37][CH3:38])C(=O)OC(C)(C)C.[ClH:39].O1CCOCC1, predict the reaction product. The product is: [ClH:39].[CH3:38][O:37][CH2:36][CH2:35][N:27]1[C:4]2[C:5]3[CH:6]=[CH:7][CH:8]=[CH:9][C:10]=3[O:11][C:12]3([CH2:13][CH2:14][NH:15][CH2:16][CH2:17]3)[C:3]=2[CH:2]=[N:26]1. (4) Given the reactants [OH-].[Na+].[CH3:3][O:4][C:5]1[C:6]([CH3:17])=[C:7]2[C:11](=[CH:12][CH:13]=1)[C:10](=[O:14])[C:9](=[N:15]O)[CH2:8]2.C1(C)C=CC(S(Cl)(=O)=[O:25])=CC=1, predict the reaction product. The product is: [C:9]([CH2:8][C:7]1[C:6]([CH3:17])=[C:5]([O:4][CH3:3])[CH:13]=[CH:12][C:11]=1[C:10]([OH:14])=[O:25])#[N:15]. (5) Given the reactants [C:1]1([S:7]([CH2:10][C:11](O)=O)(=[O:9])=[O:8])[CH:6]=[CH:5][CH:4]=[CH:3][CH:2]=1.[N:14]1[C:18]2[CH:19]=[CH:20][C:21]([C:23]([NH:25][NH2:26])=O)=[CH:22][C:17]=2[NH:16][CH:15]=1.COC1C=CC(P2(SP(C3C=CC(OC)=CC=3)(=S)S2)=[S:36])=CC=1.O=P(Cl)(Cl)Cl, predict the reaction product. The product is: [C:1]1([S:7]([CH2:10][C:11]2[S:36][C:23]([C:21]3[CH:20]=[CH:19][C:18]4[NH:14][CH:15]=[N:16][C:17]=4[CH:22]=3)=[N:25][N:26]=2)(=[O:9])=[O:8])[CH:6]=[CH:5][CH:4]=[CH:3][CH:2]=1. (6) The product is: [F:31][C:30]([F:33])([F:32])[C:28]([OH:34])=[O:29].[OH:26][C:18]1([C:22]([F:25])([F:23])[F:24])[CH2:19][CH2:20][CH2:21][CH:16]([NH:15][C:14]([C@@H:13]2[CH2:12][C@@H:11]3[C@@H:9]([CH2:10]3)[NH:8]2)=[O:27])[CH2:17]1. Given the reactants C(OC([N:8]1[C@H:13]([C:14](=[O:27])[NH:15][CH:16]2[CH2:21][CH2:20][CH2:19][C:18]([OH:26])([C:22]([F:25])([F:24])[F:23])[CH2:17]2)[CH2:12][C@@H:11]2[C@H:9]1[CH2:10]2)=O)(C)(C)C.[C:28]([OH:34])([C:30]([F:33])([F:32])[F:31])=[O:29], predict the reaction product. (7) Given the reactants [C:1]([C:3]1[N:4]=[C:5]([S:8][CH2:9][C:10]([NH:12][CH2:13][C@@H:14]2[O:19][CH2:18][CH2:17][N:16]([CH2:20][C:21]3[CH:26]=[CH:25][C:24]([Cl:27])=[C:23]([Cl:28])[CH:22]=3)[CH2:15]2)=[O:11])[S:6][CH:7]=1)#[N:2].[N-:29]=[N+:30]=[N-:31].[Na+].[Cl-].[NH4+].O, predict the reaction product. The product is: [Cl:28][C:23]1[CH:22]=[C:21]([CH:26]=[CH:25][C:24]=1[Cl:27])[CH2:20][N:16]1[CH2:17][CH2:18][O:19][C@@H:14]([CH2:13][NH:12][C:10](=[O:11])[CH2:9][S:8][C:5]2[S:6][CH:7]=[C:3]([C:1]3[NH:31][N:30]=[N:29][N:2]=3)[N:4]=2)[CH2:15]1. (8) The product is: [CH3:21][C:23]1[CH:28]=[CH:27][CH:26]=[C:25]([CH3:29])[C:24]=1[O:31][C:2]1[CH:19]=[C:6]2[C:7]3[C:12]([CH2:13][CH2:14][N:5]2[C:4](=[O:20])[N:3]=1)=[CH:11][C:10]([O:15][CH3:16])=[C:9]([O:17][CH3:18])[CH:8]=3. Given the reactants Cl[C:2]1[CH:19]=[C:6]2[C:7]3[C:12]([CH2:13][CH2:14][N:5]2[C:4](=[O:20])[N:3]=1)=[CH:11][C:10]([O:15][CH3:16])=[C:9]([O:17][CH3:18])[CH:8]=3.[CH2:21]([C:23]1[CH:28]=[CH:27][CH:26]=[C:25]([CH2:29]C)[C:24]=1[OH:31])C.C(=O)([O-])[O-].[K+].[K+], predict the reaction product.